This data is from Forward reaction prediction with 1.9M reactions from USPTO patents (1976-2016). The task is: Predict the product of the given reaction. (1) Given the reactants [OH:1][C:2]1[CH:7]=[CH:6][N:5]2[N:8]=[C:9]([C:21]3[CH:26]=[CH:25][CH:24]=[CH:23][CH:22]=3)[C:10]([C:11]3[CH:12]=[CH:13][C:14](=[O:20])[N:15]([CH:17]([CH3:19])[CH3:18])[N:16]=3)=[C:4]2[CH:3]=1.[H-].[Na+].Br[CH2:30][CH2:31][N:32]1[C:40](=[O:41])[C:39]2[C:34](=[CH:35][CH:36]=[CH:37][CH:38]=2)[C:33]1=[O:42].O, predict the reaction product. The product is: [CH:17]([N:15]1[C:14](=[O:20])[CH:13]=[CH:12][C:11]([C:10]2[C:9]([C:21]3[CH:22]=[CH:23][CH:24]=[CH:25][CH:26]=3)=[N:8][N:5]3[CH:6]=[CH:7][C:2]([O:1][CH2:30][CH2:31][N:32]4[C:33](=[O:42])[C:34]5[C:39](=[CH:38][CH:37]=[CH:36][CH:35]=5)[C:40]4=[O:41])=[CH:3][C:4]=23)=[N:16]1)([CH3:19])[CH3:18]. (2) Given the reactants [Cl:1][C:2]1[CH:3]=[C:4]([CH:9]2[O:15][CH2:14][CH2:13][N:12](C(OC(C)(C)C)=O)[CH2:11][CH:10]2[CH2:23][NH:24][S:25]([CH3:28])(=[O:27])=[O:26])[CH:5]=[CH:6][C:7]=1[Cl:8].C(OCC)(=O)C.Cl, predict the reaction product. The product is: [ClH:1].[Cl:1][C:2]1[CH:3]=[C:4]([CH:9]2[O:15][CH2:14][CH2:13][NH:12][CH2:11][CH:10]2[CH2:23][NH:24][S:25]([CH3:28])(=[O:26])=[O:27])[CH:5]=[CH:6][C:7]=1[Cl:8]. (3) Given the reactants [CH3:1][O:2][C:3]1[C:8]([CH:9]=[O:10])=[C:7]([CH3:11])[C:6](B2OC(C)(C)C(C)(C)O2)=[CH:5][CH:4]=1.[CH2:21]([O:28][C:29]1[C:30]([C:36]([O:38][CH3:39])=[O:37])=[N:31][C:32](Br)=[CH:33][CH:34]=1)[C:22]1[CH:27]=[CH:26][CH:25]=[CH:24][CH:23]=1.C(=O)([O-])[O-].[Na+].[Na+].CCCCCC, predict the reaction product. The product is: [CH2:21]([O:28][C:29]1[C:30]([C:36]([O:38][CH3:39])=[O:37])=[N:31][C:32]([C:6]2[CH:5]=[CH:4][C:3]([O:2][CH3:1])=[C:8]([CH:9]=[O:10])[C:7]=2[CH3:11])=[CH:33][CH:34]=1)[C:22]1[CH:23]=[CH:24][CH:25]=[CH:26][CH:27]=1. (4) Given the reactants [Cl:1][C:2]1[CH:10]=[C:9]2[C:5]([CH:6]=[CH:7][NH:8]2)=[CH:4][C:3]=1B1OCC(C)(C)CO1.[C:19](=O)([O-])[O-:20].[K+].[K+].Br[C:26]1[CH:31]=[CH:30][C:29]([C:32]2([CH2:35][OH:36])[CH2:34][CH2:33]2)=[CH:28][CH:27]=1, predict the reaction product. The product is: [Cl:1][C:2]1[CH:10]=[C:9]2[C:5]([C:6]([CH:19]=[O:20])=[CH:7][NH:8]2)=[CH:4][C:3]=1[C:26]1[CH:31]=[CH:30][C:29]([C:32]2([CH2:35][OH:36])[CH2:34][CH2:33]2)=[CH:28][CH:27]=1. (5) Given the reactants [Br:1][C:2]1[N:7]=[CH:6][C:5]([NH2:8])=[CH:4][CH:3]=1.C(O[CH:12]=[C:13]([C:19]([O:21][CH2:22][CH3:23])=[O:20])[C:14]([O:16][CH2:17][CH3:18])=[O:15])C, predict the reaction product. The product is: [Br:1][C:2]1[N:7]=[CH:6][C:5]([NH:8][CH:12]=[C:13]([C:14]([O:16][CH2:17][CH3:18])=[O:15])[C:19]([O:21][CH2:22][CH3:23])=[O:20])=[CH:4][CH:3]=1.